Dataset: TCR-epitope binding with 47,182 pairs between 192 epitopes and 23,139 TCRs. Task: Binary Classification. Given a T-cell receptor sequence (or CDR3 region) and an epitope sequence, predict whether binding occurs between them. (1) The epitope is VTIAEILLI. The TCR CDR3 sequence is CASQLYREGLYEQYF. Result: 1 (the TCR binds to the epitope). (2) The epitope is FLRGRAYGL. The TCR CDR3 sequence is CASSQPPSGRPLDEQFF. Result: 0 (the TCR does not bind to the epitope). (3) The epitope is FPPTSFGPL. The TCR CDR3 sequence is CASSLYGQGAVLDTEAFF. Result: 1 (the TCR binds to the epitope). (4) The epitope is FLASKIGRLV. The TCR CDR3 sequence is CSARDQAREGTYNEQFF. Result: 0 (the TCR does not bind to the epitope). (5) The epitope is LLLGIGILV. The TCR CDR3 sequence is CASSLERNFDTEAFF. Result: 1 (the TCR binds to the epitope). (6) The epitope is MMISAGFSL. The TCR CDR3 sequence is CASSPGLAFADTQYF. Result: 0 (the TCR does not bind to the epitope). (7) The epitope is LLFGYPVYV. The TCR CDR3 sequence is CASSTGVWSNQPQHF. Result: 0 (the TCR does not bind to the epitope). (8) The epitope is VLAWLYAAV. The TCR CDR3 sequence is CASSPHRNTEAFF. Result: 0 (the TCR does not bind to the epitope). (9) The epitope is LPAADLDDF. The TCR CDR3 sequence is CASSYQGTGELFF. Result: 1 (the TCR binds to the epitope). (10) The epitope is KAYNVTQAF. The TCR CDR3 sequence is CASSQDRDGSYGYTF. Result: 1 (the TCR binds to the epitope).